This data is from Full USPTO retrosynthesis dataset with 1.9M reactions from patents (1976-2016). The task is: Predict the reactants needed to synthesize the given product. (1) Given the product [NH2:22][CH2:21][CH2:20][C:19]1[C:11]([O:10][CH2:3][C:4]2[CH:9]=[CH:8][CH:7]=[CH:6][CH:5]=2)=[C:12]([CH:16]=[CH:17][CH:18]=1)[N:13]([CH3:14])[CH3:15], predict the reactants needed to synthesize it. The reactants are: [Li].[AlH3].[CH2:3]([O:10][C:11]1[C:19](/[CH:20]=[CH:21]\[N+:22]([O-])=O)=[CH:18][CH:17]=[CH:16][C:12]=1[N:13]([CH3:15])[CH3:14])[C:4]1[CH:9]=[CH:8][CH:7]=[CH:6][CH:5]=1. (2) Given the product [CH3:6][O:7][C:8]1[CH:9]=[CH:10][C:11]2[CH:15]=[C:14]([CH2:17][CH2:18][OH:19])[S:13][C:12]=2[CH:16]=1, predict the reactants needed to synthesize it. The reactants are: C([Li])CCC.[CH3:6][O:7][C:8]1[CH:9]=[CH:10][C:11]2[CH:15]=[CH:14][S:13][C:12]=2[CH:16]=1.[CH2:17]1[O:19][CH2:18]1.Cl. (3) Given the product [F:48][C:47]1[CH:46]=[CH:45][C:36]([CH2:37][NH:38][C:39](=[O:44])[C:40]([F:43])([F:42])[F:41])=[CH:35][C:34]=1[CH:31]1[CH2:30][CH2:29][N:28]([C:26]([C:15]2[C:14]3[C:18](=[CH:19][CH:20]=[CH:21][C:13]=3[NH:12][C:9]([CH:5]3[CH2:6][CH2:7][CH2:8][N:3]([CH3:2])[CH2:4]3)=[O:11])[N:17]([CH2:22][CH2:23][O:24][CH3:25])[CH:16]=2)=[O:27])[CH2:33][CH2:32]1, predict the reactants needed to synthesize it. The reactants are: Cl.[CH3:2][N:3]1[CH2:8][CH2:7][CH2:6][CH:5]([C:9]([OH:11])=O)[CH2:4]1.[NH2:12][C:13]1[CH:21]=[CH:20][CH:19]=[C:18]2[C:14]=1[C:15]([C:26]([N:28]1[CH2:33][CH2:32][CH:31]([C:34]3[CH:35]=[C:36]([CH:45]=[CH:46][C:47]=3[F:48])[CH2:37][NH:38][C:39](=[O:44])[C:40]([F:43])([F:42])[F:41])[CH2:30][CH2:29]1)=[O:27])=[CH:16][N:17]2[CH2:22][CH2:23][O:24][CH3:25]. (4) Given the product [CH:1]([C:3]1[CH:4]=[C:5]([S:12]([C:13]2[CH:14]=[C:15]([NH:19][S:20]([C:23]3[CH:28]=[CH:27][CH:26]=[CH:25][CH:24]=3)(=[O:22])=[O:21])[CH:16]=[CH:17][CH:18]=2)=[O:37])[CH:6]=[CH:7][C:8]=1[N+:9]([O-:11])=[O:10])=[O:2], predict the reactants needed to synthesize it. The reactants are: [CH:1]([C:3]1[CH:4]=[C:5]([S:12][C:13]2[CH:14]=[C:15]([NH:19][S:20]([C:23]3[CH:28]=[CH:27][CH:26]=[CH:25][CH:24]=3)(=[O:22])=[O:21])[CH:16]=[CH:17][CH:18]=2)[CH:6]=[CH:7][C:8]=1[N+:9]([O-:11])=[O:10])=[O:2].ClC1C=C(C(OO)=[O:37])C=CC=1.C([O-])(O)=O.[Na+]. (5) Given the product [Cl:1][C:2]1[CH:3]=[CH:4][C:5]([CH2:6][CH:7]2[C:16]3[C:11](=[CH:12][C:13]([O:19][CH3:20])=[C:14]([O:17][CH3:18])[CH:15]=3)[CH2:10][CH2:9][N:8]2[CH2:24][C:25]([NH:35][CH2:28][C:29]2[CH:34]=[CH:33][CH:32]=[CH:31][CH:30]=2)=[O:26])=[CH:21][CH:22]=1, predict the reactants needed to synthesize it. The reactants are: [Cl:1][C:2]1[CH:22]=[CH:21][C:5]([CH2:6][CH:7]2[C:16]3[C:11](=[CH:12][C:13]([O:19][CH3:20])=[C:14]([O:17][CH3:18])[CH:15]=3)[CH2:10][CH2:9][NH:8]2)=[CH:4][CH:3]=1.Br[CH2:24][C:25](Br)=[O:26].[CH2:28]([NH2:35])[C:29]1[CH:34]=[CH:33][CH:32]=[CH:31][CH:30]=1. (6) Given the product [CH2:1]([O:3][C:4]([C:6]1[CH:11]=[CH:10][N:9]=[N:8][C:7]=1[Cl:15])=[O:5])[CH3:2], predict the reactants needed to synthesize it. The reactants are: [CH2:1]([O:3][C:4]([C:6]1[C:7](=O)[NH:8][N:9]=[CH:10][CH:11]=1)=[O:5])[CH3:2].O=P(Cl)(Cl)[Cl:15]. (7) Given the product [Br:1][C:2]1[CH:3]=[CH:4][C:5]([C:6]([NH:25][CH:24]2[CH2:22][CH2:23]2)=[O:8])=[CH:9][CH:10]=1, predict the reactants needed to synthesize it. The reactants are: [Br:1][C:2]1[CH:10]=[CH:9][C:5]([C:6]([OH:8])=O)=[CH:4][CH:3]=1.CN(C(ON1N=NC2[CH:22]=[CH:23][CH:24]=[N:25]C1=2)=[N+](C)C)C.F[P-](F)(F)(F)(F)F.CCN(C(C)C)C(C)C.C1(N)CC1.